This data is from Full USPTO retrosynthesis dataset with 1.9M reactions from patents (1976-2016). The task is: Predict the reactants needed to synthesize the given product. (1) Given the product [C:32]([N:23]1[C:24]2[C:29](=[CH:28][C:27]([CH2:30][CH3:31])=[CH:26][CH:25]=2)[CH:21]([CH2:20][CH:12]2[NH:11][CH2:15][CH:14]([O:16][C:17](=[O:19])[CH3:18])[CH2:13]2)[CH2:22]1)(=[O:34])[CH3:33], predict the reactants needed to synthesize it. The reactants are: C(OC([N:11]1[CH2:15][CH:14]([O:16][C:17](=[O:19])[CH3:18])[CH2:13][CH:12]1[CH2:20][CH:21]1[C:29]2[C:24](=[CH:25][CH:26]=[C:27]([CH:30]=[CH2:31])[CH:28]=2)[N:23]([C:32](=[O:34])[CH3:33])[CH2:22]1)=O)C1C=CC=CC=1.[H][H]. (2) Given the product [C:1]([O:5][C:6]([N:8]1[CH2:15][C:14]2=[C:13]3[N:12]([N:11]=[C:10]2[CH:9]1[CH2:17][O:18][C:19]([CH3:22])([CH3:21])[CH3:20])[C:25]([CH3:27])=[C:24]([Cl:23])[C:36]([CH3:37])=[N:16]3)=[O:7])([CH3:4])([CH3:3])[CH3:2], predict the reactants needed to synthesize it. The reactants are: [C:1]([O:5][C:6]([N:8]1[CH2:15][C:14]2[C:13]([NH2:16])=[N:12][NH:11][C:10]=2[CH:9]1[CH2:17][O:18][C:19]([CH3:22])([CH3:21])[CH3:20])=[O:7])([CH3:4])([CH3:3])[CH3:2].[Cl:23][CH2:24][C:25]([CH2:27]C(=O)C)=O.C([O-])(O)=O.[Na+].[C:36](O)(=O)[CH3:37].